Dataset: Catalyst prediction with 721,799 reactions and 888 catalyst types from USPTO. Task: Predict which catalyst facilitates the given reaction. (1) Reactant: [S:1]1[CH:5]=[CH:4][C:3]2[C:6]([N:10]3[CH2:15][CH2:14][N:13]([CH2:16][CH2:17][CH2:18][CH2:19][O:20][C:21]4[CH:30]=[C:29]5[C:24]([CH2:25][CH2:26][C:27](=[O:31])[NH:28]5)=[CH:23][CH:22]=4)[CH2:12][CH2:11]3)=[CH:7][CH:8]=[CH:9][C:2]1=2.N1C=CC=CC=1.[C:38](Cl)(=[O:50])[CH2:39][CH2:40][CH2:41][CH2:42][CH2:43][CH2:44][CH2:45][CH2:46][CH2:47][CH2:48][CH3:49].O. Product: [S:1]1[CH:5]=[CH:4][C:3]2[C:6]([N:10]3[CH2:11][CH2:12][N:13]([CH2:16][CH2:17][CH2:18][CH2:19][O:20][C:21]4[CH:30]=[C:29]5[C:24]([CH2:25][CH2:26][C:27](=[O:31])[N:28]5[C:38](=[O:50])[CH2:39][CH2:40][CH2:41][CH2:42][CH2:43][CH2:44][CH2:45][CH2:46][CH2:47][CH2:48][CH3:49])=[CH:23][CH:22]=4)[CH2:14][CH2:15]3)=[CH:7][CH:8]=[CH:9][C:2]1=2. The catalyst class is: 2. (2) Reactant: [C:1]([N:3]=[S:4]([C:7]1[C:8]([O:20][CH3:21])=[C:9]([CH:13]=[CH:14][C:15]=1[C:16]([F:19])([F:18])[F:17])[C:10]([OH:12])=O)([CH3:6])=[O:5])#[N:2].[NH2:22][C:23]1[O:24][C:25]([CH3:28])=[N:26][N:27]=1.C(Cl)(=O)C(Cl)=O. Product: [C:1]([N:3]=[S:4]([C:7]1[C:8]([O:20][CH3:21])=[C:9]([CH:13]=[CH:14][C:15]=1[C:16]([F:19])([F:18])[F:17])[C:10]([NH:22][C:23]1[O:24][C:25]([CH3:28])=[N:26][N:27]=1)=[O:12])([CH3:6])=[O:5])#[N:2]. The catalyst class is: 17. (3) Reactant: [Br:1][C:2]1[CH:3]=[CH:4][C:5]([C:8](=O)[CH2:9][C:10]2[CH:15]=[CH:14][N:13]=[CH:12][CH:11]=2)=[N:6][CH:7]=1.[CH3:17][NH:18][NH2:19].[CH3:20]N(C(OC)OC)C. Product: [Br:1][C:2]1[CH:3]=[CH:4][C:5]([C:8]2[C:9]([C:10]3[CH:15]=[CH:14][N:13]=[CH:12][CH:11]=3)=[CH:17][N:18]([CH3:20])[N:19]=2)=[N:6][CH:7]=1. The catalyst class is: 5. (4) Reactant: [OH:1][C:2]1[CH:12]=[CH:11][C:5]([C:6]([O:8][CH2:9][CH3:10])=[O:7])=[CH:4][C:3]=1[O:13][CH3:14].[CH:15]1(Br)[CH2:19][CH2:18][CH2:17][CH2:16]1.C(=O)([O-])[O-].[K+].[K+].O. Product: [CH:15]1([O:1][C:2]2[CH:12]=[CH:11][C:5]([C:6]([O:8][CH2:9][CH3:10])=[O:7])=[CH:4][C:3]=2[O:13][CH3:14])[CH2:19][CH2:18][CH2:17][CH2:16]1. The catalyst class is: 9. (5) The catalyst class is: 4. Product: [C:1]([C:3]1[CH:11]=[CH:10][C:6]([C:7]([NH:12][C:13]2[CH:17]=[CH:16][S:15][C:14]=2[C:18]([O:20][CH3:21])=[O:19])=[O:8])=[CH:5][CH:4]=1)#[N:2]. Reactant: [C:1]([C:3]1[CH:11]=[CH:10][C:6]([C:7](Cl)=[O:8])=[CH:5][CH:4]=1)#[N:2].[NH2:12][C:13]1[CH:17]=[CH:16][S:15][C:14]=1[C:18]([O:20][CH3:21])=[O:19].C(N(CC)CC)C. (6) Reactant: [NH:1]1[C:5]2[CH:6]=[C:7]([C:10]3[N:14]=[C:13]([C:15]4[CH:16]=[CH:17][C:18]([O:23][CH:24]([CH3:29])[C:25]([F:28])([F:27])[F:26])=[C:19]([CH:22]=4)[CH:20]=[O:21])[O:12][N:11]=3)[CH:8]=[CH:9][C:4]=2[N:3]=[CH:2]1.[BH4-].[Na+].[NH4+].[Cl-:33]. Product: [ClH:33].[NH:3]1[C:4]2[CH:9]=[CH:8][C:7]([C:10]3[N:14]=[C:13]([C:15]4[CH:16]=[CH:17][C:18]([O:23][CH:24]([CH3:29])[C:25]([F:27])([F:28])[F:26])=[C:19]([CH2:20][OH:21])[CH:22]=4)[O:12][N:11]=3)=[CH:6][C:5]=2[N:1]=[CH:2]1. The catalyst class is: 8.